From a dataset of Catalyst prediction with 721,799 reactions and 888 catalyst types from USPTO. Predict which catalyst facilitates the given reaction. Product: [C:1]([O:5][C:6]([NH:8][C@@H:9]([CH:27]1[CH2:28][CH2:29][CH2:30][CH2:31]1)[C:10]([N:12]1[C@@H:20]([C:21]#[CH:22])[CH2:19][CH2:18][C@H:13]1[C:14]([OH:16])=[O:15])=[O:11])=[O:7])([CH3:4])([CH3:2])[CH3:3]. Reactant: [C:1]([O:5][C:6]([NH:8][C@@H:9]([CH:27]1[CH2:31][CH2:30][CH2:29][CH2:28]1)[C:10]([N:12]1[CH:20]([C:21]#[C:22][Si](C)(C)C)[CH2:19][CH2:18][CH:13]1[C:14]([O:16]C)=[O:15])=[O:11])=[O:7])([CH3:4])([CH3:3])[CH3:2].O[Li].O. The catalyst class is: 24.